Predict which catalyst facilitates the given reaction. From a dataset of Catalyst prediction with 721,799 reactions and 888 catalyst types from USPTO. (1) Reactant: [Cl:1][C:2]1[CH:7]=[CH:6][C:5]([CH:8]=[CH:9][CH2:10][O:11][CH:12]2[CH2:17][CH2:16][N:15]([C:18]([O:20][C:21]([CH3:24])([CH3:23])[CH3:22])=[O:19])[CH2:14][CH2:13]2)=[CH:4][CH:3]=1.[H][H]. Product: [Cl:1][C:2]1[CH:3]=[CH:4][C:5]([CH2:8][CH2:9][CH2:10][O:11][CH:12]2[CH2:17][CH2:16][N:15]([C:18]([O:20][C:21]([CH3:24])([CH3:23])[CH3:22])=[O:19])[CH2:14][CH2:13]2)=[CH:6][CH:7]=1. The catalyst class is: 810. (2) Reactant: [CH:1]1([S:4][C:5]2[CH:13]=[CH:12][C:8]([C:9]([NH2:11])=O)=[CH:7][CH:6]=2)[CH2:3][CH2:2]1.[H-].[Al+3].[Li+].[H-].[H-].[H-].O. The catalyst class is: 1. Product: [CH:1]1([S:4][C:5]2[CH:13]=[CH:12][C:8]([CH2:9][NH2:11])=[CH:7][CH:6]=2)[CH2:2][CH2:3]1.